Dataset: Forward reaction prediction with 1.9M reactions from USPTO patents (1976-2016). Task: Predict the product of the given reaction. (1) Given the reactants [CH3:1][N:2]1[CH2:7][CH2:6][CH:5]([NH:8][C:9](=[O:40])/[C:10](/[CH2:28][O:29][C:30]2[C:39]3[C:34](=[CH:35][CH:36]=[CH:37][CH:38]=3)[CH:33]=[CH:32][CH:31]=2)=[CH:11]/[C:12]2[CH:27]=[CH:26][C:15]([C:16]([NH:18][O:19]C3CCCCO3)=[O:17])=[CH:14][CH:13]=2)[CH2:4][CH2:3]1.FC(F)(F)C(O)=O, predict the reaction product. The product is: [CH3:1][N:2]1[CH2:3][CH2:4][CH:5]([NH:8][C:9](=[O:40])/[C:10](/[CH2:28][O:29][C:30]2[C:39]3[C:34](=[CH:35][CH:36]=[CH:37][CH:38]=3)[CH:33]=[CH:32][CH:31]=2)=[CH:11]/[C:12]2[CH:13]=[CH:14][C:15]([C:16]([NH:18][OH:19])=[O:17])=[CH:26][CH:27]=2)[CH2:6][CH2:7]1. (2) Given the reactants [OH:1][CH2:2][CH2:3][NH2:4].[CH2:5](Br)[C:6]1[CH:11]=[CH:10][CH:9]=[CH:8][CH:7]=1, predict the reaction product. The product is: [CH2:5]([NH:4][CH2:3][CH2:2][OH:1])[C:6]1[CH:11]=[CH:10][CH:9]=[CH:8][CH:7]=1. (3) Given the reactants [CH2:1]([O:3][C:4](=[O:12])[C:5]([F:11])([F:10])[CH:6]([OH:9])[CH2:7][CH3:8])[CH3:2].C(Cl)(Cl)Cl.[C:17](Cl)(=[O:21])[C:18]([CH3:20])=[CH2:19].C(N(CC)CC)C, predict the reaction product. The product is: [CH2:1]([O:3][C:4]([C:5]([F:11])([F:10])[CH:6]([O:9][C:17](=[O:21])[C:18]([CH3:20])=[CH2:19])[CH2:7][CH3:8])=[O:12])[CH3:2]. (4) Given the reactants [CH3:1][N:2]1[CH:6]=[CH:5][C:4]([NH:7][C:8]([C:10]2[C:15](Br)=[CH:14][CH:13]=[C:12]([CH3:17])[N:11]=2)=[O:9])=[N:3]1.[NH2:18][C:19]1[CH:24]=[N:23][CH:22]=[C:21]([CH3:25])[N:20]=1, predict the reaction product. The product is: [CH3:1][N:2]1[CH:6]=[CH:5][C:4]([NH:7][C:8]([C:10]2[C:15]([NH:18][C:19]3[CH:24]=[N:23][CH:22]=[C:21]([CH3:25])[N:20]=3)=[CH:14][CH:13]=[C:12]([CH3:17])[N:11]=2)=[O:9])=[N:3]1. (5) Given the reactants [NH2:1][C:2]1[CH:7]=[CH:6][C:5]([S:8][C:9]2[C:18]3[C:13](=[CH:14][CH:15]=[CH:16][CH:17]=3)[NH:12]/[C:11](=[C:19]3/[C:20]([CH2:25][CH2:26][CH3:27])=[N:21][NH:22][C:23]/3=[O:24])/[CH:10]=2)=[CH:4][CH:3]=1.[CH2:28]([S:30](Cl)(=[O:32])=[O:31])[CH3:29], predict the reaction product. The product is: [O:24]=[C:23]1[NH:22][N:21]=[C:20]([CH2:25][CH2:26][CH3:27])/[C:19]/1=[C:11]1/[NH:12][C:13]2[C:18]([C:9]([S:8][C:5]3[CH:4]=[CH:3][C:2]([NH:1][S:30]([CH2:28][CH3:29])(=[O:32])=[O:31])=[CH:7][CH:6]=3)=[CH:10]/1)=[CH:17][CH:16]=[CH:15][CH:14]=2. (6) Given the reactants C([O:3][C:4]([C:6]1([S:25]([C:28]2[CH:33]=[CH:32][C:31]([O:34][CH3:35])=[CH:30][CH:29]=2)(=[O:27])=[O:26])[CH2:11][CH2:10][N:9]([CH2:12][C:13]2[CH:18]=[CH:17][C:16]([C:19]3[CH:24]=[CH:23][CH:22]=[CH:21][N:20]=3)=[CH:15][CH:14]=2)[CH2:8][CH2:7]1)=[O:5])C, predict the reaction product. The product is: [CH3:35][O:34][C:31]1[CH:30]=[CH:29][C:28]([S:25]([C:6]2([C:4]([OH:5])=[O:3])[CH2:11][CH2:10][N:9]([CH2:12][C:13]3[CH:18]=[CH:17][C:16]([C:19]4[CH:24]=[CH:23][CH:22]=[CH:21][N:20]=4)=[CH:15][CH:14]=3)[CH2:8][CH2:7]2)(=[O:27])=[O:26])=[CH:33][CH:32]=1. (7) Given the reactants C[O:2][C:3]1[CH:17]=[CH:16][C:6]2[N:7]=[C:8]([N:10]3[CH2:15][CH2:14][O:13][CH2:12][CH2:11]3)[S:9][C:5]=2[CH:4]=1.Br, predict the reaction product. The product is: [N:10]1([C:8]2[S:9][C:5]3[CH:4]=[C:3]([OH:2])[CH:17]=[CH:16][C:6]=3[N:7]=2)[CH2:11][CH2:12][O:13][CH2:14][CH2:15]1. (8) Given the reactants [Cl:1][C:2]1[CH:3]=[CH:4][C:5]([O:12][CH3:13])=[C:6]([S:8](Cl)(=[O:10])=[O:9])[CH:7]=1.[CH3:14][NH2:15], predict the reaction product. The product is: [Cl:1][C:2]1[CH:3]=[CH:4][C:5]([O:12][CH3:13])=[C:6]([S:8]([NH:15][CH3:14])(=[O:10])=[O:9])[CH:7]=1. (9) The product is: [Br:1][C:2]1[N:7]=[C:6]2[C:8]([C:11]([NH:25][C:23]([CH3:26])([CH3:24])[CH2:22][O:21][Si:14]([C:17]([CH3:20])([CH3:19])[CH3:18])([CH3:15])[CH3:16])=[O:13])=[CH:9][NH:10][C:5]2=[N:4][CH:3]=1. Given the reactants [Br:1][C:2]1[N:7]=[C:6]2[C:8]([C:11]([OH:13])=O)=[CH:9][NH:10][C:5]2=[N:4][CH:3]=1.[Si:14]([O:21][CH2:22][C:23]([CH3:26])([NH2:25])[CH3:24])([C:17]([CH3:20])([CH3:19])[CH3:18])([CH3:16])[CH3:15].CCN=C=NCCCN(C)C.O, predict the reaction product.